Dataset: Full USPTO retrosynthesis dataset with 1.9M reactions from patents (1976-2016). Task: Predict the reactants needed to synthesize the given product. Given the product [NH:23]1[C:31]2[C:26](=[CH:27][CH:28]=[CH:29][CH:30]=2)[C:25]([C:17]2[CH2:18][CH2:19][N:14]([C:11]3[CH2:12][CH2:13][C:8]4[N:9]([C:5]([C:4]([F:22])([F:21])[F:3])=[N:6][N:7]=4)[N:10]=3)[CH2:15][CH:16]=2)=[CH:24]1, predict the reactants needed to synthesize it. The reactants are: [OH-].[K+].[F:3][C:4]([F:22])([F:21])[C:5]1[N:9]2[N:10]=[C:11]([N:14]3[CH2:19][CH2:18][C:17](=O)[CH2:16][CH2:15]3)[CH2:12][CH2:13][C:8]2=[N:7][N:6]=1.[NH:23]1[C:31]2[C:26](=[CH:27][CH:28]=[CH:29][CH:30]=2)[CH:25]=[CH:24]1.